This data is from Full USPTO retrosynthesis dataset with 1.9M reactions from patents (1976-2016). The task is: Predict the reactants needed to synthesize the given product. Given the product [CH2:49]([O:9][C:7]([C@@:4]1([NH:6][C:29]([CH:28]2[CH2:27][C:26]3[C:21](=[CH:22][CH:23]=[C:24]([O:32][C:33]4[CH:38]=[CH:37][CH:36]=[C:35]([Cl:39])[CH:34]=4)[CH:25]=3)[CH2:20][N:19]2[C:17]([O:16][C:12]([CH3:15])([CH3:14])[CH3:13])=[O:18])=[O:31])[CH2:5][C@H:3]1[CH:10]=[CH2:11])=[O:8])[CH3:50], predict the reactants needed to synthesize it. The reactants are: C([C@@:3]1([CH:10]=[CH2:11])[CH2:5][C@@:4]1([C:7]([O-:9])=[O:8])[NH2:6])C.[C:12]([O:16][C:17]([N:19]1[CH:28]([C:29]([OH:31])=O)[CH2:27][C:26]2[C:21](=[CH:22][CH:23]=[C:24]([O:32][C:33]3[CH:38]=[CH:37][CH:36]=[C:35]([Cl:39])[CH:34]=3)[CH:25]=2)[CH2:20]1)=[O:18])([CH3:15])([CH3:14])[CH3:13].CN(C(ON1N=N[C:50]2C=CC=N[C:49]1=2)=[N+](C)C)C.F[P-](F)(F)(F)(F)F.CCN(C(C)C)C(C)C.